Dataset: Catalyst prediction with 721,799 reactions and 888 catalyst types from USPTO. Task: Predict which catalyst facilitates the given reaction. (1) Product: [Cl:19][C:13]1[CH:14]=[C:15]([Cl:18])[CH:16]=[CH:17][C:12]=1[C:9]1[CH:10]=[CH:11][C:6]([NH:5][CH2:4][C:3]2[CH:20]=[CH:21][C:22]([C:24]([F:27])([F:26])[F:25])=[CH:23][C:2]=2[C:36]2[CH:37]=[CH:38][C:39]([C:42]([NH:44][CH2:45][CH2:46][C:47]([O:49][CH2:50][CH3:51])=[O:48])=[O:43])=[N:40][CH:41]=2)=[CH:7][CH:8]=1. The catalyst class is: 800. Reactant: Br[C:2]1[CH:23]=[C:22]([C:24]([F:27])([F:26])[F:25])[CH:21]=[CH:20][C:3]=1[CH2:4][NH:5][C:6]1[CH:11]=[CH:10][C:9]([C:12]2[CH:17]=[CH:16][C:15]([Cl:18])=[CH:14][C:13]=2[Cl:19])=[CH:8][CH:7]=1.CC1(C)C(C)(C)OB([C:36]2[CH:37]=[CH:38][C:39]([C:42]([NH:44][CH2:45][CH2:46][C:47]([O:49][CH2:50][CH3:51])=[O:48])=[O:43])=[N:40][CH:41]=2)O1.C([O-])([O-])=O.[K+].[K+].O. (2) Reactant: [OH-].[K+].[CH3:3][C:4]1[NH:5][C:6]([C:14]2[CH:19]=[CH:18][CH:17]=[CH:16][CH:15]=2)=[C:7]([C:9]([O:11]CC)=[O:10])[N:8]=1. Product: [CH3:3][C:4]1[NH:5][C:6]([C:14]2[CH:19]=[CH:18][CH:17]=[CH:16][CH:15]=2)=[C:7]([C:9]([OH:11])=[O:10])[N:8]=1. The catalyst class is: 97. (3) Reactant: [NH2:1][CH:2]([C:8]1[CH:13]=[CH:12][C:11]([O:14][C:15]([F:18])([F:17])[F:16])=[C:10]([F:19])[CH:9]=1)[CH2:3][C:4]([O:6][CH3:7])=[O:5].[C:20](O[C:20]([O:22][C:23]([CH3:26])([CH3:25])[CH3:24])=[O:21])([O:22][C:23]([CH3:26])([CH3:25])[CH3:24])=[O:21].O. Product: [C:23]([O:22][C:20]([NH:1][CH:2]([C:8]1[CH:13]=[CH:12][C:11]([O:14][C:15]([F:16])([F:17])[F:18])=[C:10]([F:19])[CH:9]=1)[CH2:3][C:4]([O:6][CH3:7])=[O:5])=[O:21])([CH3:26])([CH3:25])[CH3:24]. The catalyst class is: 7. (4) Reactant: [F:1][C:2]([F:30])([F:29])[C:3]([C:22]1[CH:27]=[CH:26][C:25]([F:28])=[CH:24][CH:23]=1)([C:5]1[CH:10]=[C:9]([CH3:11])[C:8]([N:12]([Si](C)(C)C)[Si](C)(C)C)=[C:7]([CH3:21])[CH:6]=1)[OH:4].Cl.[OH-].[Na+]. Product: [NH2:12][C:8]1[C:9]([CH3:11])=[CH:10][C:5]([C:3]([C:22]2[CH:27]=[CH:26][C:25]([F:28])=[CH:24][CH:23]=2)([OH:4])[C:2]([F:1])([F:29])[F:30])=[CH:6][C:7]=1[CH3:21]. The catalyst class is: 7.